Predict the product of the given reaction. From a dataset of Forward reaction prediction with 1.9M reactions from USPTO patents (1976-2016). (1) Given the reactants [N:1]1[CH:6]=[C:5]([CH3:7])[CH:4]=[CH:3][C:2]=1[CH3:8].ClC1C=C(C=CC=1)C(OO)=[O:14], predict the reaction product. The product is: [CH3:8][C:2]1[CH:3]=[CH:4][C:5]([CH3:7])=[CH:6][N+:1]=1[O-:14]. (2) Given the reactants Cl.Cl.[S:3]1[C:7]2=[N:8][CH:9]=[CH:10][CH:11]=[C:6]2[CH:5]=[C:4]1[NH2:12].[C:13]1([S:19](Cl)(=[O:21])=[O:20])[CH:18]=[CH:17][CH:16]=[CH:15][CH:14]=1.O.C(=O)(O)[O-].[Na+], predict the reaction product. The product is: [S:3]1[C:7]2=[N:8][CH:9]=[CH:10][CH:11]=[C:6]2[CH:5]=[C:4]1[NH:12][S:19]([C:13]1[CH:18]=[CH:17][CH:16]=[CH:15][CH:14]=1)(=[O:21])=[O:20]. (3) Given the reactants [C:1]1([NH:7][C:8]2[N:9]=[CH:10][C:11]3[CH2:17][NH:16][CH2:15][CH2:14][C:12]=3[N:13]=2)[CH:6]=[CH:5][CH:4]=[CH:3][CH:2]=1.[N:18]([C:21]1[CH:22]=[N:23][CH:24]=[CH:25][CH:26]=1)=[C:19]=[O:20], predict the reaction product. The product is: [NH:7]([C:8]1[N:9]=[CH:10][C:11]2[CH2:17][N:16]([C:19]([NH:18][C:21]3[CH:22]=[N:23][CH:24]=[CH:25][CH:26]=3)=[O:20])[CH2:15][CH2:14][C:12]=2[N:13]=1)[C:1]1[CH:2]=[CH:3][CH:4]=[CH:5][CH:6]=1. (4) Given the reactants [N+:1]([C:4]1[CH:5]=[C:6]2[C:11](=[CH:12][CH:13]=1)[N:10]=CC=[CH:7]2)([O-:3])=[O:2].F[C:15](F)(F)[C:16]([OH:18])=O.[OH:21]O, predict the reaction product. The product is: [NH2:1][C:4]1[CH:5]=[C:6]2[C:11](=[CH:12][CH:13]=1)[N+:10]([O-:21])=[C:16]([OH:18])[CH:15]=[CH:7]2.[N+:1]([C:4]1[CH:5]=[C:6]2[C:11](=[CH:12][CH:13]=1)[N+:10]([O-:21])=[C:16]([OH:18])[CH:15]=[CH:7]2)([O-:3])=[O:2]. (5) Given the reactants [Cl:1][C:2]1[CH:15]=[CH:14][C:5]([CH2:6][NH:7]C(=O)C(F)(F)F)=[CH:4][C:3]=1[C:16]1[NH:20][C:19](=[O:21])[N:18]([C:22]2[CH:27]=[CH:26][C:25]([C:28]#[C:29][CH:30]3[CH2:32][CH2:31]3)=[CH:24][C:23]=2[F:33])[N:17]=1.[OH-].[K+].O, predict the reaction product. The product is: [NH2:7][CH2:6][C:5]1[CH:14]=[CH:15][C:2]([Cl:1])=[C:3]([C:16]2[NH:20][C:19](=[O:21])[N:18]([C:22]3[CH:27]=[CH:26][C:25]([C:28]#[C:29][CH:30]4[CH2:32][CH2:31]4)=[CH:24][C:23]=3[F:33])[N:17]=2)[CH:4]=1. (6) Given the reactants [CH2:1]([N:8]([CH3:24])[C:9]1[C:14]2[CH2:15][O:16][C:17]([CH3:20])([CH3:19])[CH2:18][C:13]=2[C:12]([C:21]#[N:22])=[C:11](S)[N:10]=1)[C:2]1[CH:7]=[CH:6][CH:5]=[CH:4][CH:3]=1.BrCC[OH:28], predict the reaction product. The product is: [CH2:1]([N:8]([CH3:24])[C:9]1[C:14]2[CH2:15][O:16][C:17]([CH3:20])([CH3:19])[CH2:18][C:13]=2[C:12]([C:21]#[N:22])=[C:11]([OH:28])[N:10]=1)[C:2]1[CH:7]=[CH:6][CH:5]=[CH:4][CH:3]=1. (7) Given the reactants [N+:1]([C:4]1[CH:9]=[CH:8][C:7]([O:10][CH2:11][C:12]([F:15])([F:14])[F:13])=[CH:6][C:5]=1[NH2:16])([O-:3])=[O:2].ClC1C=CC([N+]([O-])=O)=C(N)C=1.FC(F)(F)CO.[OH-].[K+].[CH3:36][C:37]([O:40][C:41](O[C:41]([O:40][C:37]([CH3:39])([CH3:38])[CH3:36])=[O:42])=[O:42])([CH3:39])[CH3:38].C(O)(C(F)(F)F)=O, predict the reaction product. The product is: [C:37]([O:40][C:41](=[O:42])[NH:16][C:5]1[CH:6]=[C:7]([O:10][CH2:11][C:12]([F:13])([F:14])[F:15])[CH:8]=[CH:9][C:4]=1[N+:1]([O-:3])=[O:2])([CH3:39])([CH3:38])[CH3:36]. (8) Given the reactants C[C:2]1[N:3](CCOC/C=C/C2C=CC=CC=2)[C:4]2[C:9](C)=[C:8](C)[N:7]=[C:6](OC3C=CC=CC=3)[C:5]=2[N:19]=1.C([O-])(=O)C.[NH4+:36].[OH-].[K+], predict the reaction product. The product is: [NH:3]1[C:4]2[CH:9]=[CH:8][N:7]=[C:6]([NH2:36])[C:5]=2[N:19]=[CH:2]1. (9) The product is: [Br:19][C:20]1[N:21]=[CH:22][C:23]([CH2:15][C@H:7]2[C:6]([O:12][CH3:13])=[N:5][C@H:4]([CH:1]([CH3:3])[CH3:2])[C:9]([O:10][CH3:11])=[N:8]2)=[CH:24][CH:25]=1. Given the reactants [CH:1]([C@@H:4]1[C:9]([O:10][CH3:11])=[N:8][CH2:7][C:6]([O:12][CH3:13])=[N:5]1)([CH3:3])[CH3:2].[Li][CH2:15]CCC.[Br:19][C:20]1[CH:25]=[CH:24][C:23](Br)=[CH:22][N:21]=1.O, predict the reaction product.